The task is: Regression. Given a peptide amino acid sequence and an MHC pseudo amino acid sequence, predict their binding affinity value. This is MHC class II binding data.. This data is from Peptide-MHC class II binding affinity with 134,281 pairs from IEDB. (1) The peptide sequence is LVEALYLVCGE. The MHC is HLA-DPA10301-DPB10402 with pseudo-sequence HLA-DPA10301-DPB10402. The binding affinity (normalized) is 0.420. (2) The peptide sequence is LSPLSNMVSMANNHM. The MHC is DRB3_0202 with pseudo-sequence DRB3_0202. The binding affinity (normalized) is 0.344. (3) The peptide sequence is GELQIVDKIDAAFKV. The MHC is DRB5_0101 with pseudo-sequence DRB5_0101. The binding affinity (normalized) is 0.683. (4) The peptide sequence is AEGLSGEPKGAAESS. The MHC is HLA-DPA10103-DPB10301 with pseudo-sequence HLA-DPA10103-DPB10301. The binding affinity (normalized) is 0. (5) The peptide sequence is YSDRGWGNGCGLFGK. The MHC is DRB1_0701 with pseudo-sequence DRB1_0701. The binding affinity (normalized) is 0.229. (6) The peptide sequence is APEVKYTVKETALKK. The MHC is HLA-DQA10501-DQB10301 with pseudo-sequence HLA-DQA10501-DQB10301. The binding affinity (normalized) is 0.294. (7) The MHC is DRB1_0101 with pseudo-sequence DRB1_0101. The binding affinity (normalized) is 0.674. The peptide sequence is LVNSMKTSFSSRLLV. (8) The peptide sequence is PGIKAQQSKLAQRRV. The MHC is HLA-DQA10501-DQB10303 with pseudo-sequence HLA-DQA10501-DQB10303. The binding affinity (normalized) is 0.323. (9) The peptide sequence is EEQTLTILIRTGLLV. The MHC is DRB1_1501 with pseudo-sequence DRB1_1501. The binding affinity (normalized) is 0.754.